From a dataset of Reaction yield outcomes from USPTO patents with 853,638 reactions. Predict the reaction yield, written as a fraction of the theoretical maximum amount of product (1.0 means a 100% yield; for example, 0.34 means a 34% yield). (1) The reactants are [CH3:1][O:2][C:3]1[CH:8]=[CH:7][CH:6]=[CH:5][C:4]=1[N:9]1[CH:13]=[C:12]([C:14](OC)=[O:15])[C:11]([CH3:18])=[N:10]1.[H-].[Al+3].[Li+].[H-].[H-].[H-]. The catalyst is O1CCCC1.C1(C)C=CC=CC=1.[O-2].[O-2].[Mn+4]. The product is [CH3:1][O:2][C:3]1[CH:8]=[CH:7][CH:6]=[CH:5][C:4]=1[N:9]1[CH:13]=[C:12]([CH:14]=[O:15])[C:11]([CH3:18])=[N:10]1. The yield is 0.870. (2) The reactants are [CH3:1][O:2][C:3](=[O:12])[C:4]1[CH:9]=[CH:8][C:7]([NH2:10])=[C:6]([NH2:11])[CH:5]=1.[C:13](O)([C:15]([F:18])([F:17])[F:16])=O. No catalyst specified. The product is [CH3:1][O:2][C:3]([C:4]1[CH:9]=[CH:8][C:7]2[N:10]=[C:13]([C:15]([F:18])([F:17])[F:16])[NH:11][C:6]=2[CH:5]=1)=[O:12]. The yield is 0.970. (3) The reactants are [OH:1][CH2:2][CH:3]1[CH2:8][CH2:7][N:6]([C:9]([O:11][C:12]([CH3:15])([CH3:14])[CH3:13])=[O:10])[CH2:5][CH2:4]1.[H-].[Na+].Cl[C:19]1[CH:24]=[C:23]([N:25]([CH2:34][O:35][CH2:36][CH2:37][Si:38]([CH3:41])([CH3:40])[CH3:39])[CH2:26][O:27][CH2:28][CH2:29][Si:30]([CH3:33])([CH3:32])[CH3:31])[N:22]2[N:42]=[CH:43][C:44]([C:45]3[CH:46]=[N:47][C:48]4[C:53]([CH:54]=3)=[CH:52][CH:51]=[CH:50][CH:49]=4)=[C:21]2[N:20]=1.[Br:55]N1C(=O)CCC1=O. The catalyst is C1COCC1.C(OCC)(=O)C. The product is [CH3:31][Si:30]([CH3:33])([CH3:32])[CH2:29][CH2:28][O:27][CH2:26][N:25]([CH2:34][O:35][CH2:36][CH2:37][Si:38]([CH3:41])([CH3:40])[CH3:39])[C:23]1[N:22]2[N:42]=[CH:43][C:44]([C:45]3[CH:46]=[N:47][C:48]4[C:53]([CH:54]=3)=[CH:52][CH:51]=[CH:50][CH:49]=4)=[C:21]2[N:20]=[C:19]([O:1][CH2:2][CH:3]2[CH2:8][CH2:7][N:6]([C:9]([O:11][C:12]([CH3:15])([CH3:14])[CH3:13])=[O:10])[CH2:5][CH2:4]2)[C:24]=1[Br:55]. The yield is 0.950. (4) The reactants are [CH3:1][C:2]1[CH:7]=[CH:6][C:5]([S:8]([O:11][CH2:12][CH:13]2[CH2:17][C:16]3[CH:18]=[CH:19][CH:20]=[C:21](Br)[C:15]=3[O:14]2)(=[O:10])=[O:9])=[CH:4][CH:3]=1.[O:23]([C:25]1[C:30]([O:31][CH3:32])=[CH:29][CH:28]=[CH:27][C:26]=1B(O)O)[CH3:24]. No catalyst specified. The product is [CH3:1][C:2]1[CH:7]=[CH:6][C:5]([S:8]([O:11][CH2:12][CH:13]2[CH2:17][C:16]3[CH:18]=[CH:19][CH:20]=[C:21]([C:29]4[CH:28]=[CH:27][CH:26]=[C:25]([O:23][CH3:24])[C:30]=4[O:31][CH3:32])[C:15]=3[O:14]2)(=[O:10])=[O:9])=[CH:4][CH:3]=1. The yield is 0.820. (5) The reactants are [F:1][C:2]([F:28])([F:27])[C:3]1[CH:8]=[CH:7][C:6]([N:9]2[CH2:14][CH2:13][N:12]([S:15]([C:18]3[CH:19]=[C:20]4[C:24](=[CH:25][CH:26]=3)[NH:23][CH2:22][CH2:21]4)(=[O:17])=[O:16])[CH2:11][CH2:10]2)=[CH:5][CH:4]=1.C(C1C(=O)C(Cl)=C(Cl)C(=O)C=1C#N)#N. The catalyst is ClCCl. The product is [F:27][C:2]([F:1])([F:28])[C:3]1[CH:8]=[CH:7][C:6]([N:9]2[CH2:10][CH2:11][N:12]([S:15]([C:18]3[CH:19]=[C:20]4[C:24](=[CH:25][CH:26]=3)[NH:23][CH:22]=[CH:21]4)(=[O:17])=[O:16])[CH2:13][CH2:14]2)=[CH:5][CH:4]=1. The yield is 0.700. (6) The reactants are [F:1][C:2]1[CH:3]=[C:4]([CH2:9][NH2:10])[CH:5]=[CH:6][C:7]=1[F:8].FC1C=CC(CN)=CC=1.[Br:20][C:21]1[S:22][C:23]([C:27](O)=[O:28])=[C:24]([CH3:26])[N:25]=1. No catalyst specified. The product is [Br:20][C:21]1[S:22][C:23]([C:27]([NH:10][CH2:9][C:4]2[CH:5]=[CH:6][C:7]([F:8])=[C:2]([F:1])[CH:3]=2)=[O:28])=[C:24]([CH3:26])[N:25]=1. The yield is 0.500. (7) The yield is 1.00. The catalyst is C(O)C. The reactants are FC(F)(F)C(O)=O.[N:8]1([C:14]2[N:19]3[N:20]=[C:21]([C:23]4[CH:28]=[CH:27][CH:26]=[CH:25][CH:24]=4)[CH:22]=[C:18]3[N:17]=[C:16]([NH:29][NH2:30])[CH:15]=2)[CH2:13][CH2:12][O:11][CH2:10][CH2:9]1.[OH:31][C:32]1[CH:33]=[C:34]([CH:37]=[CH:38][CH:39]=1)[CH:35]=O. The product is [OH:31][C:32]1[CH:33]=[C:34]([CH:37]=[CH:38][CH:39]=1)[CH:35]=[N:30][NH:29][C:16]1[CH:15]=[C:14]([N:8]2[CH2:13][CH2:12][O:11][CH2:10][CH2:9]2)[N:19]2[N:20]=[C:21]([C:23]3[CH:28]=[CH:27][CH:26]=[CH:25][CH:24]=3)[CH:22]=[C:18]2[N:17]=1. (8) The reactants are [C:1]([C:3]1[CH:8]=[CH:7][C:6]([C:9]2[CH:14]=[CH:13][C:12](O)=[C:11]([C:16]3[NH:20][C:19]4[CH:21]=[CH:22][C:23]([C:25]#[N:26])=[CH:24][C:18]=4[N:17]=3)[CH:10]=2)=C[CH:4]=1)#[N:2].C(C1C=C(C2C=CC(C#N)=C[N:36]=2)C=CC=1)=O.C(O)(=O)C.C(C1C=CC(C2C=C(OC)C(O)=C(C3NC4C=CC(C(N)=N)=CC=4N=3)C=2)=CC=1)(=N)N.C(C1C=C(C2C=CC=C(C#N)C=2)C=CC=1O)=O. No catalyst specified. The product is [C:4]([C:3]1[CH:8]=[CH:7][C:6]([C:9]2[CH:10]=[C:11]([C:16]3[NH:20][C:19]4[CH:21]=[CH:22][C:23]([C:25]#[N:26])=[CH:24][C:18]=4[N:17]=3)[CH:12]=[CH:13][CH:14]=2)=[N:2][CH:1]=1)#[N:36]. The yield is 0.835. (9) The reactants are Cl.[NH2:2][C:3]1[CH:8]=[CH:7][C:6]([O:9][CH3:10])=[CH:5][C:4]=1[OH:11].C(=O)(O)[O-].[Na+].Br[CH2:18][C:19](Br)=[O:20].FC(F)(F)C(O)=O.C(=O)([O-])[O-].[K+].[K+]. The catalyst is C(Cl)(Cl)Cl.O.CC#N.O. The product is [CH3:10][O:9][C:6]1[CH:7]=[CH:8][C:3]2[NH:2][C:19](=[O:20])[CH2:18][O:11][C:4]=2[CH:5]=1. The yield is 0.340.